Dataset: Full USPTO retrosynthesis dataset with 1.9M reactions from patents (1976-2016). Task: Predict the reactants needed to synthesize the given product. (1) Given the product [C:4]([Si:1]([CH3:3])([CH3:2])[O:9][CH2:10][CH2:11][CH2:12][O:13][C:14]1[CH:21]=[CH:20][C:17]([C:18]#[N:19])=[CH:16][N:15]=1)([CH3:7])([CH3:6])[CH3:5], predict the reactants needed to synthesize it. The reactants are: [Si:1](Cl)([C:4]([CH3:7])([CH3:6])[CH3:5])([CH3:3])[CH3:2].[OH:9][CH2:10][CH2:11][CH2:12][O:13][C:14]1[CH:21]=[CH:20][C:17]([C:18]#[N:19])=[CH:16][N:15]=1.CCN(CC)CC. (2) Given the product [F:1][C:2]1[CH:7]=[CH:6][C:5]([C@@H:8]([NH:10][C:11]2[S:12][C:13]([CH3:17])([C:18]3[CH:26]=[CH:25][C:21]([C:22]([N:27]4[CH2:31][CH2:30][CH2:29][CH2:28]4)=[O:23])=[CH:20][CH:19]=3)[C:14](=[O:16])[N:15]=2)[CH3:9])=[CH:4][CH:3]=1, predict the reactants needed to synthesize it. The reactants are: [F:1][C:2]1[CH:7]=[CH:6][C:5]([C@@H:8]([NH:10][C:11]2[S:12][C:13]([C:18]3[CH:26]=[CH:25][C:21]([C:22](Cl)=[O:23])=[CH:20][CH:19]=3)([CH3:17])[C:14](=[O:16])[N:15]=2)[CH3:9])=[CH:4][CH:3]=1.[NH:27]1[CH2:31][CH2:30][CH2:29][CH2:28]1.O.